The task is: Predict the product of the given reaction.. This data is from Forward reaction prediction with 1.9M reactions from USPTO patents (1976-2016). (1) The product is: [Cl:1][C:2]1[CH:3]=[C:4]([N:12]([C@H:13]2[CH2:14][CH2:15][C@H:16]([N:19]([CH3:21])[CH3:20])[CH2:17][CH2:18]2)[CH2:22][CH3:23])[C:5]([CH3:11])=[C:6]([CH:10]=1)[C:7]([NH:24][CH2:25][C:26]1[C:31](=[O:32])[N:30]2[NH:33][CH:34]=[CH:35][C:29]2=[N:28][C:27]=1[CH3:36])=[O:9]. Given the reactants [Cl:1][C:2]1[CH:3]=[C:4]([N:12]([CH2:22][CH3:23])[C@H:13]2[CH2:18][CH2:17][C@H:16]([N:19]([CH3:21])[CH3:20])[CH2:15][CH2:14]2)[C:5]([CH3:11])=[C:6]([CH:10]=1)[C:7]([OH:9])=O.[NH2:24][CH2:25][C:26]1[C:31](=[O:32])[N:30]2[NH:33][CH:34]=[CH:35][C:29]2=[N:28][C:27]=1[CH3:36].C(N(CC)CC)C.C1CN([P+](ON2N=NC3C=CC=CC2=3)(N2CCCC2)N2CCCC2)CC1.F[P-](F)(F)(F)(F)F, predict the reaction product. (2) Given the reactants [Cl:1][C:2]1[C:7]([C:8]([NH:10][CH2:11][C:12]2[CH:17]=[CH:16][CH:15]=[C:14]([F:18])[CH:13]=2)=[O:9])=[C:6]([CH3:19])[CH:5]=[C:4]([Cl:20])[N:3]=1.[C:21]([O-:24])([O-])=[O:22].[K+].[K+].[NH:27]1[CH2:32][CH2:31][O:30][CH2:29][CH2:28]1, predict the reaction product. The product is: [Cl:20][C:4]1[N:10]([CH2:11][C:12]2[CH:17]=[CH:16][CH:15]=[C:14]([F:18])[CH:13]=2)[CH:8]([N:27]2[CH2:32][CH2:31][O:30][CH2:29][CH2:28]2)[C:7]([C:21]([OH:24])=[O:22])=[C:6]([CH3:19])[CH:5]=1.[Cl:1][C:2]1[C:7]([C:8]([NH:10][CH2:11][C:12]2[CH:17]=[CH:16][CH:15]=[C:14]([F:18])[CH:13]=2)=[O:9])=[C:6]([CH3:19])[CH:5]=[C:4]([N:27]2[CH2:32][CH2:31][O:30][CH2:29][CH2:28]2)[N:3]=1. (3) Given the reactants [CH2:1]([SH:3])[CH3:2].Cl[C:5]1[N:10]=[C:9]([C:11]2[C:19]([C:20]3[C:29]4[C:24](=[CH:25][CH:26]=[CH:27][CH:28]=4)[N:23]=[CH:22][CH:21]=3)=[C:14]3[CH:15]=[CH:16][CH:17]=[CH:18][N:13]3[N:12]=2)[CH:8]=[CH:7][CH:6]=1.[H-].[Na+], predict the reaction product. The product is: [CH2:1]([S:3][C:5]1[N:10]=[C:9]([C:11]2[C:19]([C:20]3[C:29]4[C:24](=[CH:25][CH:26]=[CH:27][CH:28]=4)[N:23]=[CH:22][CH:21]=3)=[C:14]3[CH:15]=[CH:16][CH:17]=[CH:18][N:13]3[N:12]=2)[CH:8]=[CH:7][CH:6]=1)[CH3:2]. (4) Given the reactants [Cl:1][C:2]1[CH:7]=[CH:6][C:5]([CH:8]([OH:12])[C:9]([OH:11])=[O:10])=[CH:4][CH:3]=1.S(=O)(=O)(O)O.[C:18](=O)([O-])[O-].[Na+].[Na+].C(OCC)C.CCCCCC, predict the reaction product. The product is: [CH3:18][O:10][C:9](=[O:11])[CH:8]([C:5]1[CH:4]=[CH:3][C:2]([Cl:1])=[CH:7][CH:6]=1)[OH:12]. (5) Given the reactants [Cl:1][C:2]1[C:3]2[CH:13]=[CH:12][CH:11]=[CH:10][C:4]=2[S:5][C:6]=1[C:7]([OH:9])=O.C(Cl)(=O)C(Cl)=O.[F:20][C:21]1[CH:27]=[C:26]([N+:28]([O-:30])=[O:29])[CH:25]=[CH:24][C:22]=1[NH2:23], predict the reaction product. The product is: [Cl:1][C:2]1[C:3]2[CH:13]=[CH:12][CH:11]=[CH:10][C:4]=2[S:5][C:6]=1[C:7]([NH:23][C:22]1[CH:24]=[CH:25][C:26]([N+:28]([O-:30])=[O:29])=[CH:27][C:21]=1[F:20])=[O:9].